This data is from Peptide-MHC class II binding affinity with 134,281 pairs from IEDB. The task is: Regression. Given a peptide amino acid sequence and an MHC pseudo amino acid sequence, predict their binding affinity value. This is MHC class II binding data. The peptide sequence is NEWITDFAGKTVWFV. The MHC is DRB3_0101 with pseudo-sequence DRB3_0101. The binding affinity (normalized) is 0.501.